This data is from Forward reaction prediction with 1.9M reactions from USPTO patents (1976-2016). The task is: Predict the product of the given reaction. (1) Given the reactants [C:1]([O:5][C:6](=[O:36])[C:7]1[CH:12]=[CH:11][C:10]([CH2:13][CH:14]([C:20]2[CH:25]=[CH:24][C:23]([C:26]3[CH2:31][CH2:30][C@@H:29]([C:32]([CH3:35])([CH3:34])[CH3:33])[CH2:28][CH:27]=3)=[CH:22][CH:21]=2)[C:15]([O:17]CC)=[O:16])=[CH:9][CH:8]=1)([CH3:4])([CH3:3])[CH3:2].[OH-].[Li+].OP([O-])(O)=O.[K+], predict the reaction product. The product is: [C:1]([O:5][C:6](=[O:36])[C:7]1[CH:12]=[CH:11][C:10]([CH2:13][CH:14]([C:20]2[CH:21]=[CH:22][C:23]([C:26]3[CH2:31][CH2:30][C@@H:29]([C:32]([CH3:35])([CH3:34])[CH3:33])[CH2:28][CH:27]=3)=[CH:24][CH:25]=2)[C:15]([OH:17])=[O:16])=[CH:9][CH:8]=1)([CH3:4])([CH3:3])[CH3:2]. (2) Given the reactants [C:1]1([NH:7]/[C:8](=[CH:13]/[C:14]([O:16]C)=O)/[C:9]([O:11][CH3:12])=[O:10])[CH:6]=[CH:5][CH:4]=[CH:3][CH:2]=1.ClCCl.O, predict the reaction product. The product is: [O:16]=[C:14]1[C:2]2[C:1](=[CH:6][CH:5]=[CH:4][CH:3]=2)[NH:7][C:8]([C:9]([O:11][CH3:12])=[O:10])=[CH:13]1. (3) Given the reactants [C:1]([O:5][C:6]([NH:8][CH2:9][C:10]1[CH:18]=[C:17]([C:19]2[CH:20]=[N:21][C:22]([C:25]([F:28])([F:27])[F:26])=[N:23][CH:24]=2)[CH:16]=[CH:15][C:11]=1[C:12](O)=[O:13])=[O:7])([CH3:4])([CH3:3])[CH3:2].CC[N:31](C(C)C)C(C)C.CN(C(ON1N=NC2C=CC=NC1=2)=[N+](C)C)C.F[P-](F)(F)(F)(F)F.[NH4+].[Cl-], predict the reaction product. The product is: [C:12]([C:11]1[CH:15]=[CH:16][C:17]([C:19]2[CH:20]=[N:21][C:22]([C:25]([F:28])([F:26])[F:27])=[N:23][CH:24]=2)=[CH:18][C:10]=1[CH2:9][NH:8][C:6](=[O:7])[O:5][C:1]([CH3:3])([CH3:2])[CH3:4])(=[O:13])[NH2:31]. (4) Given the reactants [F:1][C:2]1[CH:3]=[C:4]2[C:9](=[CH:10][CH:11]=1)[N:8]([C:12]1[C:13]([C:26]3[CH:31]=[CH:30][C:29]([F:32])=[CH:28][CH:27]=3)=[N:14][C:15]3[C:20]([N:21]=1)=[CH:19][C:18]([C:22]([O:24]C)=[O:23])=[CH:17][CH:16]=3)[CH2:7][CH2:6][CH2:5]2.[OH-].[Na+], predict the reaction product. The product is: [F:1][C:2]1[CH:3]=[C:4]2[C:9](=[CH:10][CH:11]=1)[N:8]([C:12]1[C:13]([C:26]3[CH:27]=[CH:28][C:29]([F:32])=[CH:30][CH:31]=3)=[N:14][C:15]3[C:20]([N:21]=1)=[CH:19][C:18]([C:22]([OH:24])=[O:23])=[CH:17][CH:16]=3)[CH2:7][CH2:6][CH2:5]2. (5) The product is: [CH3:1][C:2]1[CH:7]=[C:6]([N:8]2[CH2:12][CH2:11][CH:10]([CH2:13][N:14]3[CH2:18][CH2:17][CH2:16][CH:15]3[CH3:19])[CH2:9]2)[CH:5]=[CH:4][C:3]=1[NH:20][C:31]([C:29]1[CH:28]=[CH:27][C:25]2[N:26]([CH2:36][CH3:37])[CH:22]=[N:23][C:24]=2[CH:30]=1)=[O:33]. Given the reactants [CH3:1][C:2]1[CH:7]=[C:6]([N:8]2[CH2:12][CH2:11][CH:10]([CH2:13][N:14]3[CH2:18][CH2:17][CH2:16][CH:15]3[CH3:19])[CH2:9]2)[CH:5]=[CH:4][C:3]=1[NH2:20].C[C:22]1[NH:26][C:25]2[CH:27]=[CH:28][C:29]([C:31]([OH:33])=O)=[CH:30][C:24]=2[N:23]=1.CN1CCO[CH2:37][CH2:36]1.ON1C2C=CC=CC=2N=N1.CN(C)CCCN=C=NCC, predict the reaction product. (6) Given the reactants Cl[CH2:2][C:3]1[C:12]2[C:7](=[CH:8][C:9]([O:13][CH2:14][C:15]3[CH:20]=[CH:19][CH:18]=[C:17]([Cl:21])[CH:16]=3)=[CH:10][CH:11]=2)[O:6][C:5](=[O:22])[CH:4]=1.[CH3:23][NH2:24], predict the reaction product. The product is: [CH3:23][NH:24][CH2:2][C:3]1[C:12]2[C:7](=[CH:8][C:9]([O:13][CH2:14][C:15]3[CH:20]=[CH:19][CH:18]=[C:17]([Cl:21])[CH:16]=3)=[CH:10][CH:11]=2)[O:6][C:5](=[O:22])[CH:4]=1.